This data is from Forward reaction prediction with 1.9M reactions from USPTO patents (1976-2016). The task is: Predict the product of the given reaction. (1) The product is: [CH2:1]([N:3]1[C:8]2[N:9]=[C:10]([S:13]([CH3:14])=[O:34])[N:11]=[CH:12][C:7]=2[CH:6]=[C:5]([C:15]2[CH:20]=[CH:19][CH:18]=[CH:17][C:16]=2[S:21]([CH3:24])(=[O:22])=[O:23])[C:4]1=[O:25])[CH3:2]. Given the reactants [CH2:1]([N:3]1[C:8]2[N:9]=[C:10]([S:13][CH3:14])[N:11]=[CH:12][C:7]=2[CH:6]=[C:5]([C:15]2[CH:20]=[CH:19][CH:18]=[CH:17][C:16]=2[S:21]([CH3:24])(=[O:23])=[O:22])[C:4]1=[O:25])[CH3:2].C1C=C(Cl)C=C(C(OO)=[O:34])C=1, predict the reaction product. (2) The product is: [F:3][C:4]1[CH:12]=[CH:11][C:7]([CH2:8][CH2:9][O:10][CH3:14])=[CH:6][CH:5]=1. Given the reactants [H-].[Na+].[F:3][C:4]1[CH:12]=[CH:11][C:7]([CH2:8][CH2:9][OH:10])=[CH:6][CH:5]=1.I[CH3:14].[NH4+].[Cl-], predict the reaction product. (3) Given the reactants Cl[C:2]1[C:11]2[C:6](=[CH:7][CH:8]=[CH:9][CH:10]=2)[C:5](=[O:12])[NH:4][N:3]=1.[Cl:13][C:14]1[CH:15]=[C:16](B(O)O)[CH:17]=[CH:18][CH:19]=1.[O-]P([O-])([O-])=O.[K+].[K+].[K+].N#N, predict the reaction product. The product is: [Cl:13][C:14]1[CH:19]=[C:18]([C:2]2[C:11]3[C:6](=[CH:7][CH:8]=[CH:9][CH:10]=3)[C:5](=[O:12])[NH:4][N:3]=2)[CH:17]=[CH:16][CH:15]=1. (4) The product is: [CH2:9]([C:7]1[N:6]([C:11]2[CH:16]=[CH:15][C:14]([CH2:17][CH2:18][OH:19])=[CH:13][CH:12]=2)[C:5]2[CH:20]=[CH:21][C:2]([B:22]3[O:26][C:25]([CH3:28])([CH3:27])[C:24]([CH3:30])([CH3:29])[O:23]3)=[CH:3][C:4]=2[N:8]=1)[CH3:10]. Given the reactants Br[C:2]1[CH:21]=[CH:20][C:5]2[N:6]([C:11]3[CH:16]=[CH:15][C:14]([CH2:17][CH2:18][OH:19])=[CH:13][CH:12]=3)[C:7]([CH2:9][CH3:10])=[N:8][C:4]=2[CH:3]=1.[B:22]1([B:22]2[O:26][C:25]([CH3:28])([CH3:27])[C:24]([CH3:30])([CH3:29])[O:23]2)[O:26][C:25]([CH3:28])([CH3:27])[C:24]([CH3:30])([CH3:29])[O:23]1.CC([O-])=O.[K+].C(Cl)Cl, predict the reaction product. (5) Given the reactants C[C@@H:2]([C:16]([O:18][CH2:19][CH:20]([CH3:22])[CH3:21])=[O:17])[C:3]([NH:5][CH2:6][C:7]1[C:12]([Cl:13])=[CH:11][C:10]([OH:14])=[CH:9][C:8]=1[Cl:15])=[O:4].[CH3:23][C:24]1([C:29]([O-:31])=O)[CH2:28][CH2:27][CH2:26][NH:25]1, predict the reaction product. The product is: [CH3:21][CH:20]([CH3:22])[CH2:19][O:18][C:16]([C:2]1[C:3](=[O:4])[N:5]([CH2:6][C:7]2[C:8]([Cl:15])=[CH:9][C:10]([OH:14])=[CH:11][C:12]=2[Cl:13])[N:25]2[CH2:26][CH2:27][CH2:28][C@:24]2([CH3:23])[C:29]=1[OH:31])=[O:17]. (6) Given the reactants ClCCl.[NH2:4][CH2:5][CH2:6][CH2:7][N:8]1[C:17]2[C:12](=[C:13]([F:22])[CH:14]=[CH:15][C:16]=2[O:18][CH2:19][CH2:20][CH3:21])[C:11](=[O:23])[C:10]([C:24]2[CH:29]=[CH:28][C:27]([O:30][CH3:31])=[CH:26][CH:25]=2)=[CH:9]1.C(N(CC)CC)C.[Cl:39][CH2:40][C:41](Cl)=[O:42], predict the reaction product. The product is: [Cl:39][CH2:40][C:41]([NH:4][CH2:5][CH2:6][CH2:7][N:8]1[C:17]2[C:12](=[C:13]([F:22])[CH:14]=[CH:15][C:16]=2[O:18][CH2:19][CH2:20][CH3:21])[C:11](=[O:23])[C:10]([C:24]2[CH:25]=[CH:26][C:27]([O:30][CH3:31])=[CH:28][CH:29]=2)=[CH:9]1)=[O:42]. (7) Given the reactants [N+:1]([C:4]1[C:9]([C:10]([OH:12])=[O:11])=[C:8]([O:13][CH3:14])[C:7]([O:15][CH3:16])=[CH:6][CH:5]=1)([O-])=O, predict the reaction product. The product is: [NH2:1][C:4]1[C:9]([C:10]([OH:12])=[O:11])=[C:8]([O:13][CH3:14])[C:7]([O:15][CH3:16])=[CH:6][CH:5]=1. (8) The product is: [CH3:24][S:21]([C:16]1[CH:17]=[CH:18][CH:19]=[CH:20][C:15]=1[C:14]1[CH:13]=[C:12]2[C:7]([N:8]=[CH:9][CH:10]=[N:11]2)=[CH:6][C:5]=1[CH2:4][NH2:1])(=[O:22])=[O:23]. Given the reactants [N:1]([CH2:4][C:5]1[CH:6]=[C:7]2[C:12](=[CH:13][C:14]=1[C:15]1[CH:20]=[CH:19][CH:18]=[CH:17][C:16]=1[S:21]([CH3:24])(=[O:23])=[O:22])[N:11]=[CH:10][CH:9]=[N:8]2)=[N+]=[N-].C1(P(C2C=CC=CC=2)C2C=CC=CC=2)C=CC=CC=1.Cl, predict the reaction product.